Task: Predict the product of the given reaction.. Dataset: Forward reaction prediction with 1.9M reactions from USPTO patents (1976-2016) Given the reactants [NH2:1][C@H:2]([C:5]1[CH:10]=[CH:9][CH:8]=[CH:7][CH:6]=1)[CH2:3][OH:4].[C:11]([N:15]=[C:16]=[S:17])([CH3:14])([CH3:13])[CH3:12], predict the reaction product. The product is: [C:11]([NH:15][C:16]([NH:1][C@H:2]([C:5]1[CH:10]=[CH:9][CH:8]=[CH:7][CH:6]=1)[CH2:3][OH:4])=[S:17])([CH3:14])([CH3:13])[CH3:12].